Dataset: Catalyst prediction with 721,799 reactions and 888 catalyst types from USPTO. Task: Predict which catalyst facilitates the given reaction. Reactant: [OH:1][CH2:2][C:3]1[CH:8]=[CH:7][C:6](B(O)O)=[CH:5][CH:4]=1.Br[C:13]1[CH:14]=[CH:15][C:16]([O:19][CH3:20])=[N:17][CH:18]=1.C(=O)([O-])[O-].[K+].[K+]. Product: [CH3:20][O:19][C:16]1[N:17]=[CH:18][C:13]([C:6]2[CH:7]=[CH:8][C:3]([CH2:2][OH:1])=[CH:4][CH:5]=2)=[CH:14][CH:15]=1. The catalyst class is: 108.